This data is from Forward reaction prediction with 1.9M reactions from USPTO patents (1976-2016). The task is: Predict the product of the given reaction. (1) Given the reactants Br[C:2]1[CH:3]=[N:4][CH:5]=[CH:6][C:7]=1[CH2:8][C:9]([C:11]1[CH:12]=[C:13]2[C:17](=[CH:18][CH:19]=1)[C:16](=[N:20][O:21][Si](C(C)(C)C)(C)C)[CH2:15][CH2:14]2)=[O:10].C[Si]([N-][Si](C)(C)C)(C)C.[Na+].[N:39]([CH2:42][CH2:43][CH3:44])=[C:40]=[S:41].CCCC[N+](CCCC)(CCCC)CCCC.[F-], predict the reaction product. The product is: [OH:21][N:20]=[C:16]1[C:17]2[C:13](=[CH:12][C:11]([C:9]([C:8]3[C:7]4[C:2](=[CH:3][N:4]=[CH:5][CH:6]=4)[S:41][C:40]=3[NH:39][CH2:42][CH2:43][CH3:44])=[O:10])=[CH:19][CH:18]=2)[CH2:14][CH2:15]1. (2) Given the reactants N[C:2]1[CH:30]=[CH:29][C:28](OC(F)(F)F)=[CH:27][C:3]=1[C:4](NCC(N[C@@H]1CCN(CC2C3C(=CC(C)=CC=3)NC=2)C1)=O)=[O:5].C(O)C, predict the reaction product. The product is: [CH2:4]([OH:5])[CH3:3].[CH3:29][CH2:30][CH2:2][CH2:3][CH2:27][CH3:28]. (3) The product is: [CH:9]1[C:8]2[C:4]3[CH:3]=[CH:2][CH:18]=[C:17]([CH2:19][OH:20])[C:5]=3[O:6][C:7]=2[C:12]([CH2:13][OH:14])=[CH:11][CH:10]=1. Given the reactants I[C:2]1[CH:18]=[C:17]([C:19](OC)=[O:20])[C:5]2[O:6][C:7]3[C:12]([C:13](OC)=[O:14])=[CH:11][CH:10]=[CH:9][C:8]=3[C:4]=2[CH:3]=1.[H-].[Al+3].[Li+].[H-].[H-].[H-].O1CCCC1, predict the reaction product. (4) Given the reactants COC1C=C[C:6]([CH2:7][N:8]2[C:16]3[C:11](=[CH:12][CH:13]=[C:14]([N:17]4[CH2:22][CH2:21][N:20]([CH3:23])[CH2:19][CH2:18]4)[CH:15]=3)[C:10](CC)=[N:9]2)=CC=1.O.C(Cl)Cl.CO, predict the reaction product. The product is: [CH2:7]([N:8]1[C:16]2[C:11](=[CH:12][CH:13]=[C:14]([N:17]3[CH2:18][CH2:19][N:20]([CH3:23])[CH2:21][CH2:22]3)[CH:15]=2)[CH:10]=[N:9]1)[CH3:6]. (5) The product is: [CH2:31]([N:8]1[C:7]2[CH:22]=[C:3]([O:2][CH3:1])[C:4]([C:23]3[CH:28]=[CH:27][CH:26]=[CH:25][C:24]=3[O:29][CH3:30])=[CH:5][C:6]=2[C:12]([C:13]2[CH:14]=[C:15]([CH:18]=[CH:19][CH:20]=2)[C:16]#[N:17])=[N:11][CH2:10][C:9]1=[O:21])[C:32]1[CH:37]=[CH:36][CH:35]=[CH:34][CH:33]=1. Given the reactants [CH3:1][O:2][C:3]1[C:4]([C:23]2[CH:28]=[CH:27][CH:26]=[CH:25][C:24]=2[O:29][CH3:30])=[CH:5][C:6]2[C:12]([C:13]3[CH:14]=[C:15]([CH:18]=[CH:19][CH:20]=3)[C:16]#[N:17])=[N:11][CH2:10][C:9](=[O:21])[NH:8][C:7]=2[CH:22]=1.[CH2:31](Br)[C:32]1[CH:37]=[CH:36][CH:35]=[CH:34][CH:33]=1, predict the reaction product. (6) Given the reactants [N+:1]([C:4]1[CH:5]=[C:6]2[C:14](=[CH:15][CH:16]=1)[NH:13][C:12]1[C:11]3=[N:17][NH:18][CH:19]=[C:10]3[CH2:9][CH2:8][C:7]2=1)([O-])=O.C(Cl)Cl.[CH3:23][OH:24], predict the reaction product. The product is: [CH3:5][CH:6]([CH3:14])[CH2:7][C:23]([NH:1][C:4]1[CH:5]=[C:6]2[C:14](=[CH:15][CH:16]=1)[NH:13][C:12]1[C:11]3[NH:17][N:18]=[CH:19][C:10]=3[CH2:9][CH2:8][C:7]2=1)=[O:24]. (7) Given the reactants [F:1][C:2]([F:31])([F:30])[C:3]1[CH:4]=[C:5]([NH:9][C:10](=[O:29])[NH:11][C:12]2[CH:17]=[CH:16][C:15]([C:18]3SC(CCC(OC)=O)=NC=3)=[CH:14][CH:13]=2)[CH:6]=[CH:7][CH:8]=1.NC1C=CC(C2[O:43][C:42]([CH2:44][CH2:45][CH2:46][C:47]([O:49][CH3:50])=[O:48])=[N:41][N:40]=2)=CC=1.N(C1C=CC=C(C(F)(F)F)C=1)=C=O, predict the reaction product. The product is: [F:1][C:2]([F:31])([F:30])[C:3]1[CH:4]=[C:5]([NH:9][C:10](=[O:29])[NH:11][C:12]2[CH:13]=[CH:14][C:15]([C:18]3[O:43][C:42]([CH2:44][CH2:45][CH2:46][C:47]([O:49][CH3:50])=[O:48])=[N:41][N:40]=3)=[CH:16][CH:17]=2)[CH:6]=[CH:7][CH:8]=1. (8) Given the reactants [S:1]1[C:5]2[CH:6]=[CH:7][CH:8]=[CH:9][C:4]=2[N:3]=[CH:2]1.[C:10](#[N:14])[CH2:11][C:12]#[N:13].[O-]CC.[Na+], predict the reaction product. The product is: [S:1]1[C:5]2[CH:6]=[CH:7][CH:8]=[CH:9][C:4]=2[NH:3][C:2]1=[C:11]([C:10]#[N:14])[C:12]#[N:13]. (9) Given the reactants Cl[C:2]1[C:3]2[C:10]([C:11]3[CH:16]=[CH:15][C:14]([F:17])=[CH:13][CH:12]=3)=[CH:9][N:8]([C:18]3[CH:19]=[C:20]([CH3:24])[CH:21]=[CH:22][CH:23]=3)[C:4]=2[N:5]=[CH:6][N:7]=1.[O:25]1[CH2:30][CH2:29][CH:28]([NH2:31])[CH2:27][CH2:26]1, predict the reaction product. The product is: [F:17][C:14]1[CH:13]=[CH:12][C:11]([C:10]2[C:3]3[C:2]([NH:31][CH:28]4[CH2:29][CH2:30][O:25][CH2:26][CH2:27]4)=[N:7][CH:6]=[N:5][C:4]=3[N:8]([C:18]3[CH:19]=[C:20]([CH3:24])[CH:21]=[CH:22][CH:23]=3)[CH:9]=2)=[CH:16][CH:15]=1.